From a dataset of Forward reaction prediction with 1.9M reactions from USPTO patents (1976-2016). Predict the product of the given reaction. Given the reactants [CH3:1][C:2]1([CH3:42])[C:10]2=[CH:11][C:12]3[NH:13][C:14]4[C:19]([C:20]=3[CH:21]=[C:9]2[C:8]2[C:3]1=[CH:4][CH:5]=[CH:6][CH:7]=2)=[CH:18][C:17]([C:22]1[CH:23]=[C:24]([C:28]2[CH:33]=[CH:32][CH:31]=[C:30]([C:34]([C:36]3[CH:41]=[CH:40][CH:39]=[CH:38][CH:37]=3)=[O:35])[CH:29]=2)[CH:25]=[CH:26][CH:27]=1)=[CH:16][CH:15]=4.Br[C:44]1[CH:49]=[CH:48][CH:47]=[CH:46][CH:45]=1.C(P(C(C)(C)C)C(C)(C)C)(C)(C)C.CC([O-])(C)C.[Na+], predict the reaction product. The product is: [CH3:1][C:2]1([CH3:42])[C:10]2=[CH:11][C:12]3[N:13]([C:44]4[CH:49]=[CH:48][CH:47]=[CH:46][CH:45]=4)[C:14]4[C:19]([C:20]=3[CH:21]=[C:9]2[C:8]2[C:3]1=[CH:4][CH:5]=[CH:6][CH:7]=2)=[CH:18][C:17]([C:22]1[CH:23]=[C:24]([C:28]2[CH:33]=[CH:32][CH:31]=[C:30]([C:34]([C:36]3[CH:41]=[CH:40][CH:39]=[CH:38][CH:37]=3)=[O:35])[CH:29]=2)[CH:25]=[CH:26][CH:27]=1)=[CH:16][CH:15]=4.